The task is: Predict the reaction yield, written as a fraction of the theoretical maximum amount of product (1.0 means a 100% yield; for example, 0.34 means a 34% yield).. This data is from Reaction yield outcomes from USPTO patents with 853,638 reactions. (1) The reactants are [CH2:1]([NH:8][C:9]([NH:11][N:12]([CH2:14][C:15]([OH:17])=O)[CH3:13])=[O:10])[C:2]1[CH:7]=[CH:6][CH:5]=[CH:4][CH:3]=1.[NH2:18][C@@H:19]([CH2:43][C:44]1[CH:49]=[CH:48][C:47]([O:50][C:51]([CH3:54])([CH3:53])[CH3:52])=[CH:46][CH:45]=1)[C:20]([N:22]([C@@H:34]([CH3:42])[CH:35]([O:39][CH2:40][CH3:41])[O:36][CH2:37][CH3:38])[CH2:23][C:24]1[CH:25]=[CH:26][CH:27]=[C:28]2[C:33]=1[N:32]=[CH:31][CH:30]=[CH:29]2)=[O:21]. No catalyst specified. The product is [CH2:1]([NH:8][C:9]([NH:11][N:12]([CH2:14][C:15]([NH:18][C@@H:19]([CH2:43][C:44]1[CH:49]=[CH:48][C:47]([O:50][C:51]([CH3:54])([CH3:53])[CH3:52])=[CH:46][CH:45]=1)[C:20]([N:22]([C@@H:34]([CH3:42])[CH:35]([O:36][CH2:37][CH3:38])[O:39][CH2:40][CH3:41])[CH2:23][C:24]1[CH:25]=[CH:26][CH:27]=[C:28]2[C:33]=1[N:32]=[CH:31][CH:30]=[CH:29]2)=[O:21])=[O:17])[CH3:13])=[O:10])[C:2]1[CH:3]=[CH:4][CH:5]=[CH:6][CH:7]=1. The yield is 0.580. (2) The reactants are [CH3:1][C:2]1[NH:3][C:4]2[C:9]([C:10]=1[C:11]([O:13][C:14]([CH3:17])([CH3:16])[CH3:15])=[O:12])=[C:8]([C:18]([F:21])([F:20])[F:19])[C:7](OS(C(F)(F)F)(=O)=O)=[CH:6][CH:5]=2.O.N#N.[CH3:33][N:34]1C(=O)CCC1. The catalyst is CC(OC)(C)C.C1(P(C2C=CC=CC=2)[C-]2C=CC=C2)C=CC=CC=1.[C-]1(P(C2C=CC=CC=2)C2C=CC=CC=2)C=CC=C1.[Fe+2].[C-]#N.[Zn+2].[C-]#N. The product is [C:33]([C:7]1[C:8]([C:18]([F:21])([F:20])[F:19])=[C:9]2[C:4](=[CH:5][CH:6]=1)[NH:3][C:2]([CH3:1])=[C:10]2[C:11]([O:13][C:14]([CH3:17])([CH3:16])[CH3:15])=[O:12])#[N:34]. The yield is 0.850. (3) The reactants are [CH3:1][NH:2][S:3]([C:6]1[CH:18]=[CH:17][C:9]2[S:10][C:11]3[CH:16]=[CH:15][CH:14]=[CH:13][C:12]=3[C:8]=2[CH:7]=1)(=[O:5])=[O:4].[Cl:19][S:20](O)(=[O:22])=[O:21]. The product is [CH3:1][NH:2][S:3]([C:6]1[CH:18]=[CH:17][C:9]2[S:10][C:11]3[CH:16]=[CH:15][C:14]([S:20]([Cl:19])(=[O:22])=[O:21])=[CH:13][C:12]=3[C:8]=2[CH:7]=1)(=[O:5])=[O:4]. The yield is 0.760. No catalyst specified. (4) The reactants are [CH2:1]=[C:2]1[O:6][C:4](=[O:5])[CH2:3]1.[Br:7][C:8]1[CH:14]=[CH:13][C:11]([NH2:12])=[C:10]([N+:15]([O-:17])=[O:16])[CH:9]=1.C(N(CC)CC)C. The catalyst is C1(C)C=CC=CC=1. The product is [Br:7][C:8]1[CH:14]=[CH:13][C:11]([NH:12][C:4](=[O:5])[CH2:3][C:2](=[O:6])[CH3:1])=[C:10]([N+:15]([O-:17])=[O:16])[CH:9]=1. The yield is 0.740. (5) The reactants are COC(C1N(CC=O)C=C(C(=O)NCC2C=CC(F)=CC=2)C(=O)C=1OCC1C=CC=CC=1)=O.Cl.Cl.N[C@@H](C)CCNC.[F:43][C:44]1[CH:49]=[CH:48][C:47]([CH2:50][NH:51][C:52]([C:54]2[C:55](=[O:79])[C:56]([O:71]CC3C=CC=CC=3)=[C:57]3[C:68](=[O:69])[N:61]4[C@@H:62]([CH3:67])[CH2:63][CH2:64][N:65]([CH3:66])[C@@H:60]4[CH2:59][N:58]3[CH:70]=2)=[O:53])=[CH:46][CH:45]=1. No catalyst specified. The product is [F:43][C:44]1[CH:49]=[CH:48][C:47]([CH2:50][NH:51][C:52]([C:54]2[C:55](=[O:79])[C:56]([OH:71])=[C:57]3[C:68](=[O:69])[N:61]4[C@@H:62]([CH3:67])[CH2:63][CH2:64][N:65]([CH3:66])[C@@H:60]4[CH2:59][N:58]3[CH:70]=2)=[O:53])=[CH:46][CH:45]=1. The yield is 0.440. (6) The reactants are [C:1]([N:4]([CH2:24][C@@H:25]1[O:29][C:28](=[O:30])[N:27]([C:31]2[CH:36]=[CH:35][C:34]([CH:37]3[CH2:42][CH2:41][S:40](=[O:44])(=[O:43])[CH2:39][CH2:38]3)=[C:33]([F:45])[CH:32]=2)[CH2:26]1)[C:5]([O:7][CH2:8][O:9][C:10](=[O:23])[C@H:11]([NH:15]C(OC(C)(C)C)=O)[CH:12]([CH3:14])[CH3:13])=[O:6])(=[O:3])[CH3:2].C1(OC)C=CC=CC=1.C1COCC1.[ClH:59]. The catalyst is O1CCOCC1. The product is [ClH:59].[C:1]([N:4]([CH2:24][C@@H:25]1[O:29][C:28](=[O:30])[N:27]([C:31]2[CH:36]=[CH:35][C:34]([CH:37]3[CH2:42][CH2:41][S:40](=[O:43])(=[O:44])[CH2:39][CH2:38]3)=[C:33]([F:45])[CH:32]=2)[CH2:26]1)[C:5]([O:7][CH2:8][O:9][C:10](=[O:23])[C@H:11]([NH2:15])[CH:12]([CH3:13])[CH3:14])=[O:6])(=[O:3])[CH3:2]. The yield is 0.510. (7) The reactants are Cl.[Cl:2][C:3]1[CH:4]=[C:5]2[C:9](=[CH:10][CH:11]=1)[NH:8][CH:7]=[C:6]2[CH2:12][CH2:13][NH2:14].[CH2:15]([O:17][CH2:18][CH:19]1[O:23][N:22]=[C:21]([C:24](O)=[O:25])[CH2:20]1)[CH3:16].CN(C(ON1N=NC2C=CC=NC1=2)=[N+](C)C)C.F[P-](F)(F)(F)(F)F.C(N(CC)C(C)C)(C)C. The catalyst is CN(C=O)C.ClCCl.C(OCC)(=O)C. The product is [Cl:2][C:3]1[CH:4]=[C:5]2[C:9](=[CH:10][CH:11]=1)[NH:8][CH:7]=[C:6]2[CH2:12][CH2:13][NH:14][C:24]([C:21]1[CH2:20][CH:19]([CH2:18][O:17][CH2:15][CH3:16])[O:23][N:22]=1)=[O:25]. The yield is 0.640. (8) The reactants are [Mg].II.[F:4][C:5]1[CH:10]=[CH:9][CH:8]=[CH:7][C:6]=1I.[F:12][C:13]1[CH:32]=[CH:31][C:16]([C:17]([N:19]2[CH2:24][CH2:23][CH:22]([C:25](=[O:30])N(C)OC)[CH2:21][CH2:20]2)=[O:18])=[CH:15][CH:14]=1. The catalyst is CCOCC. The product is [F:12][C:13]1[CH:14]=[CH:15][C:16]([C:17]([N:19]2[CH2:20][CH2:21][CH:22]([C:25](=[O:30])[C:6]3[CH:7]=[CH:8][CH:9]=[CH:10][C:5]=3[F:4])[CH2:23][CH2:24]2)=[O:18])=[CH:31][CH:32]=1. The yield is 0.00140. (9) The reactants are I[C:2]1[C:3]([CH3:21])=[N:4][N:5]([CH:18]([CH3:20])[CH3:19])[C:6]=1[C:7]1[CH:17]=[CH:16][C:10]2[O:11][CH2:12][C:13](=[O:15])[NH:14][C:9]=2[CH:8]=1.[F:22][C:23]1[CH:28]=[CH:27][C:26](B(O)O)=[CH:25][CH:24]=1. No catalyst specified. The product is [F:22][C:23]1[CH:28]=[CH:27][C:26]([C:2]2[C:3]([CH3:21])=[N:4][N:5]([CH:18]([CH3:20])[CH3:19])[C:6]=2[C:7]2[CH:17]=[CH:16][C:10]3[O:11][CH2:12][C:13](=[O:15])[NH:14][C:9]=3[CH:8]=2)=[CH:25][CH:24]=1. The yield is 0.240. (10) The reactants are C(N(CC)CC)C.[CH:8]([C:10]1[C:18]2[C:13](=[CH:14][CH:15]=[CH:16][CH:17]=2)[N:12](C(OC(C)(C)C)=O)[CH:11]=1)=[O:9].[CH3:26][O:27][C:28]1[N:33]=[C:32]([N:34]=[CH:35][C:36]2[CH:37]=[N:38][CH:39]=[CH:40][CH:41]=2)[CH:31]=[N:30][CH:29]=1. The catalyst is [Cl-].C([N+]1C(C)=C(CCO)SC=1)C1C=CC=CC=1.C(O)C. The product is [NH:12]1[C:13]2[C:18](=[CH:17][CH:16]=[CH:15][CH:14]=2)[C:10]([C:8](=[O:9])[CH:35]([NH:34][C:32]2[CH:31]=[N:30][CH:29]=[C:28]([O:27][CH3:26])[N:33]=2)[C:36]2[CH:37]=[N:38][CH:39]=[CH:40][CH:41]=2)=[CH:11]1. The yield is 0.0100.